Task: Predict which catalyst facilitates the given reaction.. Dataset: Catalyst prediction with 721,799 reactions and 888 catalyst types from USPTO (1) Reactant: [C:1]([O:5][C:6]([N:8]1[CH2:12][C@H:11]([S:13][CH2:14][C:15]2[CH:20]=[CH:19][C:18]([O:21][CH3:22])=[CH:17][CH:16]=2)[CH2:10][C@H:9]1[CH:23]=[CH:24][C:25]([O:27][CH2:28]C)=[O:26])=[O:7])([CH3:4])([CH3:3])[CH3:2].[Mg]. Product: [C:1]([O:5][C:6]([N:8]1[CH2:12][C@H:11]([S:13][CH2:14][C:15]2[CH:16]=[CH:17][C:18]([O:21][CH3:22])=[CH:19][CH:20]=2)[CH2:10][C@H:9]1[CH2:23][CH2:24][C:25]([O:27][CH3:28])=[O:26])=[O:7])([CH3:4])([CH3:3])[CH3:2]. The catalyst class is: 5. (2) Reactant: [CH3:1][C:2]1[CH:7]=[C:6]([CH3:8])[N:5]=[C:4]([N:9]2[CH2:16][CH:15]3[CH:11]([CH2:12][NH:13][CH2:14]3)[CH2:10]2)[N:3]=1.CC(O)=O.CCN(CC)CC.[O:28]1[C:32]2[C:33]([C:37](Cl)=[O:38])=[CH:34][CH:35]=[CH:36][C:31]=2[CH2:30][CH2:29]1. The catalyst class is: 2. Product: [O:28]1[C:32]2[C:33]([C:37]([N:13]3[CH2:14][CH:15]4[CH:11]([CH2:10][N:9]([C:4]5[N:5]=[C:6]([CH3:8])[CH:7]=[C:2]([CH3:1])[N:3]=5)[CH2:16]4)[CH2:12]3)=[O:38])=[CH:34][CH:35]=[CH:36][C:31]=2[CH2:30][CH2:29]1. (3) Product: [C:1]([O:5][C:6](=[O:22])[NH:7][C:8]1[CH:13]=[C:12]([N:14]([CH2:16][CH3:17])[CH3:15])[C:11]([CH3:18])=[CH:10][C:9]=1[NH2:19])([CH3:2])([CH3:3])[CH3:4]. The catalyst class is: 45. Reactant: [C:1]([O:5][C:6](=[O:22])[NH:7][C:8]1[CH:13]=[C:12]([N:14]([CH2:16][CH3:17])[CH3:15])[C:11]([CH3:18])=[CH:10][C:9]=1[N+:19]([O-])=O)([CH3:4])([CH3:3])[CH3:2]. (4) Reactant: [F:1][C:2]1[CH:3]=[C:4]([C:9]2([O:14][CH3:15])[CH2:13][CH2:12][NH:11][CH2:10]2)[CH:5]=[CH:6][C:7]=1[F:8].[CH2:16](N(CC)CC)[CH3:17].ICC. Product: [F:1][C:2]1[CH:3]=[C:4]([C:9]2([O:14][CH3:15])[CH2:13][CH2:12][N:11]([CH2:16][CH3:17])[CH2:10]2)[CH:5]=[CH:6][C:7]=1[F:8]. The catalyst class is: 7. (5) Reactant: [CH3:1][C:2]1[CH:7]=[CH:6][N:5]=[CH:4][C:3]=1[NH2:8].[Cl:9][CH2:10][C:11]([N:14]=[C:15]=[O:16])([CH3:13])[CH3:12].CO. Product: [Cl:9][CH2:10][C:11]([NH:14][C:15]([NH:8][C:3]1[CH:4]=[N:5][CH:6]=[CH:7][C:2]=1[CH3:1])=[O:16])([CH3:13])[CH3:12]. The catalyst class is: 648.